From a dataset of Peptide-MHC class II binding affinity with 134,281 pairs from IEDB. Regression. Given a peptide amino acid sequence and an MHC pseudo amino acid sequence, predict their binding affinity value. This is MHC class II binding data. (1) The peptide sequence is AMCRTPFSLAEGIVL. The MHC is DRB3_0101 with pseudo-sequence DRB3_0101. The binding affinity (normalized) is 0.733. (2) The peptide sequence is GELQIVDKIDYAFKI. The MHC is DRB1_0701 with pseudo-sequence DRB1_0701. The binding affinity (normalized) is 0.637. (3) The peptide sequence is LQMVGMRRPQQGASG. The MHC is DRB1_0101 with pseudo-sequence DRB1_0101. The binding affinity (normalized) is 0.605. (4) The MHC is DRB1_0101 with pseudo-sequence DRB1_0101. The binding affinity (normalized) is 0.651. The peptide sequence is MIRIIAQGPKATFEA. (5) The peptide sequence is PAATAGTTVYGAFAA. The MHC is HLA-DQA10501-DQB10301 with pseudo-sequence HLA-DQA10501-DQB10301. The binding affinity (normalized) is 0.630.